This data is from NCI-60 drug combinations with 297,098 pairs across 59 cell lines. The task is: Regression. Given two drug SMILES strings and cell line genomic features, predict the synergy score measuring deviation from expected non-interaction effect. (1) Drug 1: C1C(C(OC1N2C=C(C(=O)NC2=O)F)CO)O. Drug 2: CC=C1C(=O)NC(C(=O)OC2CC(=O)NC(C(=O)NC(CSSCCC=C2)C(=O)N1)C(C)C)C(C)C. Cell line: HL-60(TB). Synergy scores: CSS=59.7, Synergy_ZIP=1.50, Synergy_Bliss=0.356, Synergy_Loewe=-38.2, Synergy_HSA=-9.79. (2) Drug 1: CN(C)N=NC1=C(NC=N1)C(=O)N. Drug 2: C1C(C(OC1N2C=NC3=C(N=C(N=C32)Cl)N)CO)O. Cell line: BT-549. Synergy scores: CSS=19.9, Synergy_ZIP=-0.492, Synergy_Bliss=5.74, Synergy_Loewe=-37.3, Synergy_HSA=4.64. (3) Drug 1: CC(C1=C(C=CC(=C1Cl)F)Cl)OC2=C(N=CC(=C2)C3=CN(N=C3)C4CCNCC4)N. Drug 2: C1C(C(OC1N2C=NC3=C(N=C(N=C32)Cl)N)CO)O. Cell line: K-562. Synergy scores: CSS=24.8, Synergy_ZIP=-1.67, Synergy_Bliss=-2.22, Synergy_Loewe=-17.4, Synergy_HSA=-2.61.